The task is: Predict the product of the given reaction.. This data is from Forward reaction prediction with 1.9M reactions from USPTO patents (1976-2016). (1) Given the reactants [C:1]([O:5][C:6]([N:8]1[CH2:32][CH2:31][C:11]2([C:15](=[O:16])[N:14]([C:17]3[CH:22]=[CH:21][C:20]([CH:23]4[CH2:28][CH2:27][CH:26]([OH:29])[CH2:25][CH2:24]4)=[CH:19][C:18]=3[F:30])[CH2:13][CH2:12]2)[CH2:10][CH2:9]1)=[O:7])([CH3:4])([CH3:3])[CH3:2].CCN(CC)CC.[CH3:40][S:41](Cl)(=[O:43])=[O:42].CO, predict the reaction product. The product is: [C:1]([O:5][C:6]([N:8]1[CH2:9][CH2:10][C:11]2([C:15](=[O:16])[N:14]([C:17]3[CH:22]=[CH:21][C:20]([CH:23]4[CH2:28][CH2:27][CH:26]([O:29][S:41]([CH3:40])(=[O:43])=[O:42])[CH2:25][CH2:24]4)=[CH:19][C:18]=3[F:30])[CH2:13][CH2:12]2)[CH2:31][CH2:32]1)=[O:7])([CH3:4])([CH3:2])[CH3:3]. (2) Given the reactants C(=O)([O-])O.[Na+].[Cl:6][C:7]1[NH:8][CH:9]=[C:10]([N+:12]([O-:14])=[O:13])[N:11]=1.[CH2:15]([CH:17]1[O:19][CH2:18]1)[Cl:16], predict the reaction product. The product is: [Cl:6][C:7]1[N:8]([CH2:18][CH:17]([OH:19])[CH2:15][Cl:16])[CH:9]=[C:10]([N+:12]([O-:14])=[O:13])[N:11]=1. (3) Given the reactants [F:1][C:2]([F:21])([C:11]([F:20])([F:19])[C:12]([F:18])([F:17])[C:13]([F:16])([F:15])[F:14])[CH2:3][CH2:4][S:5]([CH2:8][C:9]#[N:10])(=[O:7])=[O:6].N1CCCC1C(O)=O.C1O[C:33]2([CH2:38][CH2:37][C:36](=O)[CH2:35][CH2:34]2)[O:32]C1, predict the reaction product. The product is: [O:32]=[C:33]1[CH2:38][CH2:37][CH:36]([CH:8]([S:5]([CH2:4][CH2:3][C:2]([F:1])([F:21])[C:11]([F:19])([F:20])[C:12]([F:17])([F:18])[C:13]([F:14])([F:15])[F:16])(=[O:7])=[O:6])[C:9]#[N:10])[CH2:35][CH2:34]1. (4) Given the reactants [CH3:1][O:2][C:3]1[CH:8]=[CH:7][C:6]([OH:9])=[CH:5][CH:4]=1.[F:10][C:11]1[CH:18]=[CH:17][CH:16]=[CH:15][C:12]=1[CH2:13]Cl, predict the reaction product. The product is: [CH3:1][O:2][C:3]1[CH:8]=[CH:7][C:6]([OH:9])=[C:5]([CH2:13][C:12]2[CH:15]=[CH:16][CH:17]=[CH:18][C:11]=2[F:10])[CH:4]=1. (5) Given the reactants [H-].[Na+].Br[C:4]1[C:5]([NH:10][C:11](=[O:29])[CH2:12][C:13]2[CH2:14][CH2:15][N:16](C(OCC3C=CC=CC=3)=O)[CH2:17][CH:18]=2)=[N:6][CH:7]=[CH:8][CH:9]=1.C[Si](C)(C)CCOCCl, predict the reaction product. The product is: [NH:16]1[CH2:17][CH2:18][C:13]2([C:4]3[C:5](=[N:6][CH:7]=[CH:8][CH:9]=3)[NH:10][C:11](=[O:29])[CH2:12]2)[CH2:14][CH2:15]1. (6) Given the reactants C([N:3](C(=O)C1C=CC(O)=CC=1)[C:4]1[CH:9]=[C:8]([O:10][CH3:11])[CH:7]=[CH:6][C:5]=1[CH:12]1[CH2:21][CH2:20][C:19]2[CH:18]=[C:17]([O:22]C(=O)C(C)(C)C)[CH:16]=[CH:15][C:14]=2[CH2:13]1)C.[N:38]1([C:42](=O)[CH2:43]Cl)[CH2:41][CH2:40][CH2:39]1, predict the reaction product. The product is: [N:38]1([CH2:42][CH2:43][O:10][C:8]2[CH:9]=[CH:4][C:5]([CH2:12][CH2:13][CH2:14][NH:3][C:4]3[CH:9]=[C:8]([O:10][CH3:11])[CH:7]=[CH:6][C:5]=3[CH:12]3[CH2:21][CH2:20][C:19]4[CH:18]=[C:17]([OH:22])[CH:16]=[CH:15][C:14]=4[CH2:13]3)=[CH:6][CH:7]=2)[CH2:41][CH2:40][CH2:39]1.